From a dataset of M1 muscarinic receptor agonist screen with 61,833 compounds. Binary Classification. Given a drug SMILES string, predict its activity (active/inactive) in a high-throughput screening assay against a specified biological target. (1) The compound is Clc1ccc(Cc2sc3n(n2)c(nn3)c2ccncc2)cc1. The result is 0 (inactive). (2) The molecule is S(c1oc(nn1)C1N(CCC1)C(OC(C)(C)C)=O)CC(C)=C. The result is 0 (inactive). (3) The drug is S1C(Cc2c(C1)c(N1CCOCC1)nc(SC(C)C)c2C#N)(C)C. The result is 0 (inactive). (4) The molecule is n12nc(c(nc1nc(c1ccc(cc1)C)c2)C)C. The result is 1 (active).